This data is from Forward reaction prediction with 1.9M reactions from USPTO patents (1976-2016). The task is: Predict the product of the given reaction. (1) Given the reactants [Cl:1][C:2]1[CH:10]=[CH:9][C:8]2[N:7]([CH2:11][C:12]([OH:14])=[O:13])[C:6]3[CH2:15][CH2:16][N:17]([CH3:19])[CH2:18][C:5]=3[C:4]=2[CH:3]=1.[CH:20]1([CH2:26]O)[CH2:25][CH2:24][CH2:23][CH2:22][CH2:21]1.C1(N=C=NC2CCCCC2)CCCCC1, predict the reaction product. The product is: [Cl:1][C:2]1[CH:10]=[CH:9][C:8]2[N:7]([CH2:11][C:12]([O:14][CH2:26][CH:20]3[CH2:25][CH2:24][CH2:23][CH2:22][CH2:21]3)=[O:13])[C:6]3[CH2:15][CH2:16][N:17]([CH3:19])[CH2:18][C:5]=3[C:4]=2[CH:3]=1. (2) Given the reactants Cl[C:2]1[N:21]=[C:5]2[C:6]([NH:10][C:11]3[CH:16]=[CH:15][CH:14]=[CH:13][C:12]=3[S:17]([CH3:20])(=[O:19])=[O:18])=[CH:7][CH:8]=[CH:9][N:4]2[N:3]=1.[CH3:22][N:23]1[CH2:28][CH2:27][CH:26]([C:29]2[CH:34]=[CH:33][C:32]([NH2:35])=[CH:31][CH:30]=2)[CH2:25][CH2:24]1.C1(P(C2CCCCC2)C2C=CC=CC=2C2C=CC=CC=2P(C2CCCCC2)C2CCCCC2)CCCCC1, predict the reaction product. The product is: [CH3:20][S:17]([C:12]1[CH:13]=[CH:14][CH:15]=[CH:16][C:11]=1[NH:10][C:6]1[C:5]2[N:4]([N:3]=[C:2]([NH:35][C:32]3[CH:33]=[CH:34][C:29]([CH:26]4[CH2:25][CH2:24][N:23]([CH3:22])[CH2:28][CH2:27]4)=[CH:30][CH:31]=3)[N:21]=2)[CH:9]=[CH:8][CH:7]=1)(=[O:19])=[O:18]. (3) Given the reactants [NH2:1][C:2]1[CH:3]=[C:4]([OH:8])[CH:5]=[CH:6][CH:7]=1.C(=O)([O-])O.[Na+].Br[CH2:15][CH2:16][CH2:17][CH2:18][CH2:19]Br.O, predict the reaction product. The product is: [N:1]1([C:2]2[CH:3]=[C:4]([OH:8])[CH:5]=[CH:6][CH:7]=2)[CH2:19][CH2:18][CH2:17][CH2:16][CH2:15]1. (4) Given the reactants C([S:6][C:7]1[CH:8]=[C:9]([C:13]2[CH:18]=[CH:17][CH:16]=[CH:15][CH:14]=2)[CH:10]=[CH:11][CH:12]=1)(=S)OCC.[OH-].[K+], predict the reaction product. The product is: [C:9]1([C:13]2[CH:14]=[CH:15][CH:16]=[CH:17][CH:18]=2)[CH:10]=[CH:11][CH:12]=[C:7]([SH:6])[CH:8]=1. (5) Given the reactants [CH:1]1[C:10]2[C:5](=[CH:6][CH:7]=[CH:8][CH:9]=2)[CH:4]=[CH:3][C:2]=1[S:11](Cl)(=[O:13])=[O:12].[F:15][C:16]1[CH:21]=[C:20]([F:22])[CH:19]=[CH:18][C:17]=1[N:23]1[CH2:28][CH2:27][NH:26][CH2:25][CH2:24]1.C(N(C(C)C)CC)(C)C, predict the reaction product. The product is: [F:15][C:16]1[CH:21]=[C:20]([F:22])[CH:19]=[CH:18][C:17]=1[N:23]1[CH2:24][CH2:25][N:26]([S:11]([C:2]2[CH:3]=[CH:4][C:5]3[C:10](=[CH:9][CH:8]=[CH:7][CH:6]=3)[CH:1]=2)(=[O:13])=[O:12])[CH2:27][CH2:28]1. (6) The product is: [Cl:19][C:20]1[C:21]([O:27][C:28]2[CH:35]=[C:34]([O:36][CH2:37][CH2:38][O:39][CH3:40])[CH:33]=[CH:32][C:29]=2/[CH:30]=[C:3](\[CH2:2][CH3:1])/[C:4]([O:6][CH2:7][CH3:8])=[O:5])=[N:22][CH:23]=[C:24]([Cl:26])[CH:25]=1. Given the reactants [CH3:1][CH2:2][CH:3](P(OCC)(OCC)=O)[C:4]([O:6][CH2:7][CH3:8])=[O:5].[H-].[Na+].[Cl:19][C:20]1[C:21]([O:27][C:28]2[CH:35]=[C:34]([O:36][CH2:37][CH2:38][O:39][CH3:40])[CH:33]=[CH:32][C:29]=2[CH:30]=O)=[N:22][CH:23]=[C:24]([Cl:26])[CH:25]=1.O, predict the reaction product. (7) Given the reactants Cl.[C:2]([C:6]1[N:11]=[CH:10][C:9]([C:12]2[N:13]([C:33]([N:35]3[CH2:40][CH2:39][N:38]([CH2:41][C:42](O)=[O:43])[CH2:37][CH2:36]3)=[O:34])[C@@:14]([C:26]3[CH:31]=[CH:30][C:29]([Cl:32])=[CH:28][CH:27]=3)([CH3:25])[C@@:15]([C:18]3[CH:23]=[CH:22][C:21]([Cl:24])=[CH:20][CH:19]=3)([CH3:17])[N:16]=2)=[C:8]([O:45][CH2:46][CH3:47])[CH:7]=1)([CH3:5])([CH3:4])[CH3:3].[O:48]1[CH2:53][CH2:52][CH:51]([NH2:54])[CH2:50][CH2:49]1, predict the reaction product. The product is: [C:2]([C:6]1[N:11]=[CH:10][C:9]([C:12]2[N:13]([C:33]([N:35]3[CH2:40][CH2:39][N:38]([CH2:41][C:42]([NH:54][CH:51]4[CH2:52][CH2:53][O:48][CH2:49][CH2:50]4)=[O:43])[CH2:37][CH2:36]3)=[O:34])[C@@:14]([C:26]3[CH:27]=[CH:28][C:29]([Cl:32])=[CH:30][CH:31]=3)([CH3:25])[C@@:15]([C:18]3[CH:19]=[CH:20][C:21]([Cl:24])=[CH:22][CH:23]=3)([CH3:17])[N:16]=2)=[C:8]([O:45][CH2:46][CH3:47])[CH:7]=1)([CH3:4])([CH3:3])[CH3:5].